From a dataset of Peptide-MHC class I binding affinity with 185,985 pairs from IEDB/IMGT. Regression. Given a peptide amino acid sequence and an MHC pseudo amino acid sequence, predict their binding affinity value. This is MHC class I binding data. The MHC is HLA-A11:01 with pseudo-sequence HLA-A11:01. The binding affinity (normalized) is 0.0847. The peptide sequence is YRTAVCGLY.